The task is: Predict the product of the given reaction.. This data is from Forward reaction prediction with 1.9M reactions from USPTO patents (1976-2016). (1) Given the reactants [C:1]([NH:4][C:5]1[CH:25]=[C:24](Br)[CH:23]=[CH:22][C:6]=1[C:7]([N:9]1[CH2:14][CH2:13][N:12]([C:15]([O:17][C:18]([CH3:21])([CH3:20])[CH3:19])=[O:16])[CH2:11][CH2:10]1)=[O:8])(=[O:3])[CH3:2].CC1(C)C(C)(C)OB([C:35]2[CH:36]=[CH:37][C:38]3[N:39]([C:41]([C:44]4[CH:51]=[CH:50][C:47]([C:48]#[N:49])=[CH:46][CH:45]=4)=[CH:42][N:43]=3)[CH:40]=2)O1.[O-]P([O-])([O-])=O.[K+].[K+].[K+], predict the reaction product. The product is: [C:1]([NH:4][C:5]1[CH:25]=[C:24]([C:35]2[CH:36]=[CH:37][C:38]3[N:39]([C:41]([C:44]4[CH:51]=[CH:50][C:47]([C:48]#[N:49])=[CH:46][CH:45]=4)=[CH:42][N:43]=3)[CH:40]=2)[CH:23]=[CH:22][C:6]=1[C:7]([N:9]1[CH2:14][CH2:13][N:12]([C:15]([O:17][C:18]([CH3:21])([CH3:20])[CH3:19])=[O:16])[CH2:11][CH2:10]1)=[O:8])(=[O:3])[CH3:2]. (2) Given the reactants [ClH:1].Br[C:3]1[CH:25]=[CH:24][C:6]([CH2:7][O:8][C:9]2[CH:10]=[C:11]3[C:16](=[CH:17][CH:18]=2)[CH2:15][CH:14]([CH2:19][CH2:20][N:21]([CH3:23])[CH3:22])[CH2:13][CH2:12]3)=[CH:5][CH:4]=1.[C:26]1(C)[CH:31]=[CH:30][CH:29]=[CH:28][CH:27]=1.[CH2:33]([OH:35])C.C(=O)([O-])[O-].[Na+].[Na+], predict the reaction product. The product is: [ClH:1].[CH3:22][N:21]([CH2:20][CH2:19][CH:14]1[CH2:13][CH2:12][C:11]2[C:16](=[CH:17][CH:18]=[C:9]([O:8][CH2:7][C:6]3[CH:24]=[CH:25][C:3]([C:29]4[CH:30]=[CH:31][C:26]([O:35][CH3:33])=[CH:27][CH:28]=4)=[CH:4][CH:5]=3)[CH:10]=2)[CH2:15]1)[CH3:23]. (3) Given the reactants [Br:1][C:2]1[CH:3]=[C:4]([OH:9])[CH:5]=[CH:6][C:7]=1[CH3:8].[C:10](Cl)(=[O:12])[CH3:11].[Cl-].[Al+3].[Cl-].[Cl-], predict the reaction product. The product is: [Br:1][C:2]1[C:7]([CH3:8])=[CH:6][C:5]([C:10](=[O:12])[CH3:11])=[C:4]([OH:9])[CH:3]=1. (4) Given the reactants [CH3:1]C[O-].[Na+].[S:5]1[CH:9]=[CH:8][C:7](C=O)=[CH:6]1.[C:12]([O:21]CC)(=[O:20])[CH2:13][CH2:14][C:15]([O:17][CH2:18][CH3:19])=[O:16], predict the reaction product. The product is: [CH2:18]([O:17][C:15]([C:14](=[CH:1][C:9]1[S:5][CH:6]=[CH:7][CH:8]=1)[CH2:13][C:12]([OH:21])=[O:20])=[O:16])[CH3:19]. (5) Given the reactants [CH2:1]([N:3]1[C:7]2=[N:8][C:9]([CH2:29][CH3:30])=[C:10]([CH2:19][NH:20][C:21]([C:23]3([C:26]([OH:28])=O)[CH2:25][CH2:24]3)=[O:22])[C:11]([NH:12][CH:13]3[CH2:18][CH2:17][O:16][CH2:15][CH2:14]3)=[C:6]2[CH:5]=[N:4]1)[CH3:2].[Br:31][C:32]1[CH:33]=[C:34]([CH2:39][NH2:50])[CH:35]=[CH:36][C:37]=1[F:38].[Br:31][C:32]1[CH:33]=[C:34]([CH2:39][NH2:50])[CH:35]=[CH:36][C:37]=1[F:38].CN(C(ON1N=NC2C=CC=CC1=2)=[N+](C)C)C.F[P-](F)(F)(F)(F)F.CCN(CC)CC, predict the reaction product. The product is: [Br:31][C:32]1[CH:33]=[C:34]([CH2:39][N:20]([CH2:19][C:10]2[C:11]([NH:12][CH:13]3[CH2:14][CH2:15][O:16][CH2:17][CH2:18]3)=[C:6]3[CH:5]=[N:4][N:3]([CH2:1][CH3:2])[C:7]3=[N:8][C:9]=2[CH2:29][CH3:30])[C:21]([C:23]2([C:26]([NH2:50])=[O:28])[CH2:24][CH2:25]2)=[O:22])[CH:35]=[CH:36][C:37]=1[F:38].